From a dataset of CYP1A2 inhibition data for predicting drug metabolism from PubChem BioAssay. Regression/Classification. Given a drug SMILES string, predict its absorption, distribution, metabolism, or excretion properties. Task type varies by dataset: regression for continuous measurements (e.g., permeability, clearance, half-life) or binary classification for categorical outcomes (e.g., BBB penetration, CYP inhibition). Dataset: cyp1a2_veith. (1) The molecule is CC1CCCN(C/C=C/c2ccccc2[N+](=O)[O-])C1. The result is 1 (inhibitor). (2) The drug is CCCCOC(=O)Nc1nc2ccccc2s1. The result is 1 (inhibitor). (3) The molecule is O=[N+]([O-])c1cc([As](=O)(O)O)ccc1O. The result is 0 (non-inhibitor).